From a dataset of Full USPTO retrosynthesis dataset with 1.9M reactions from patents (1976-2016). Predict the reactants needed to synthesize the given product. Given the product [CH3:22][O:21][C:19](=[O:20])[C@@H:18]([N:13]1[CH2:12][C:11]2[C:15](=[CH:16][C:8]([C:5]3[CH:4]=[CH:3][C:2]([NH:1][C:35]([NH:34][C:31]4[CH:32]=[CH:33][C:28]([O:27][CH3:26])=[CH:29][CH:30]=4)=[O:36])=[CH:7][CH:6]=3)=[CH:9][CH:10]=2)[C:14]1=[O:17])[CH:23]([CH3:25])[CH3:24], predict the reactants needed to synthesize it. The reactants are: [NH2:1][C:2]1[CH:7]=[CH:6][C:5]([C:8]2[CH:16]=[C:15]3[C:11]([CH2:12][N:13]([C@@H:18]([CH:23]([CH3:25])[CH3:24])[C:19]([O:21][CH3:22])=[O:20])[C:14]3=[O:17])=[CH:10][CH:9]=2)=[CH:4][CH:3]=1.[CH3:26][O:27][C:28]1[CH:33]=[CH:32][C:31]([N:34]=[C:35]=[O:36])=[CH:30][CH:29]=1.